From a dataset of Forward reaction prediction with 1.9M reactions from USPTO patents (1976-2016). Predict the product of the given reaction. (1) Given the reactants Cl[C:2]1[N:6]([CH2:7][CH3:8])[N:5]=[CH:4][C:3]=1[N+:9]([O-:11])=[O:10].[F:12][C:13]([F:25])([F:24])[C:14]([NH:16][C@H:17]1[CH2:23][CH2:22][CH2:21][NH:20][CH2:19][CH2:18]1)=[O:15], predict the reaction product. The product is: [CH2:7]([N:6]1[C:2]([N:20]2[CH2:21][CH2:22][CH2:23][C@H:17]([NH:16][C:14](=[O:15])[C:13]([F:24])([F:12])[F:25])[CH2:18][CH2:19]2)=[C:3]([N+:9]([O-:11])=[O:10])[CH:4]=[N:5]1)[CH3:8]. (2) Given the reactants [CH2:1]([O:8][C:9]1[CH:10]=[C:11]2[C:16](=[CH:17][CH:18]=1)[C:15](=[O:19])[N:14]([CH2:20][CH:21]([CH3:23])[CH3:22])[C:13]([C:24]([O:26]CC)=[O:25])=[C:12]2[O:29][CH2:30][CH2:31][CH2:32][C:33]([F:36])([F:35])[F:34])[C:2]1[CH:7]=[CH:6][CH:5]=[CH:4][CH:3]=1.[OH-].[Na+].O.Cl, predict the reaction product. The product is: [CH2:1]([O:8][C:9]1[CH:10]=[C:11]2[C:16](=[CH:17][CH:18]=1)[C:15](=[O:19])[N:14]([CH2:20][CH:21]([CH3:23])[CH3:22])[C:13]([C:24]([OH:26])=[O:25])=[C:12]2[O:29][CH2:30][CH2:31][CH2:32][C:33]([F:34])([F:35])[F:36])[C:2]1[CH:3]=[CH:4][CH:5]=[CH:6][CH:7]=1. (3) Given the reactants [CH:1]1([N:4]([CH:18]2[CH2:23][CH2:22][NH:21][CH2:20][CH2:19]2)[C:5](=[O:17])[C:6]2[CH:11]=[CH:10][C:9]([C:12]3[O:16][CH:15]=[N:14][CH:13]=3)=[CH:8][CH:7]=2)[CH2:3][CH2:2]1.Cl[C:25]1[N:30]=[CH:29][C:28]([C:31]2[CH:36]=[CH:35][C:34]([O:37][CH3:38])=[CH:33][CH:32]=2)=[CH:27][N:26]=1, predict the reaction product. The product is: [CH:1]1([N:4]([CH:18]2[CH2:23][CH2:22][N:21]([C:25]3[N:26]=[CH:27][C:28]([C:31]4[CH:32]=[CH:33][C:34]([O:37][CH3:38])=[CH:35][CH:36]=4)=[CH:29][N:30]=3)[CH2:20][CH2:19]2)[C:5](=[O:17])[C:6]2[CH:7]=[CH:8][C:9]([C:12]3[O:16][CH:15]=[N:14][CH:13]=3)=[CH:10][CH:11]=2)[CH2:3][CH2:2]1. (4) Given the reactants [CH3:1][O:2][C:3]([CH:5]1[CH2:10][CH2:9][N:8]([C:11]2[C:16]([NH2:17])=[CH:15][C:14]([Cl:18])=[CH:13][N:12]=2)[CH2:7][CH2:6]1)=[O:4].[Cl:19][C:20]1[CH:21]=[C:22]([CH:26]=[CH:27][CH:28]=1)[C:23](Cl)=[O:24], predict the reaction product. The product is: [CH3:1][O:2][C:3]([CH:5]1[CH2:10][CH2:9][N:8]([C:11]2[C:16]([NH:17][C:23](=[O:24])[C:22]3[CH:26]=[CH:27][CH:28]=[C:20]([Cl:19])[CH:21]=3)=[CH:15][C:14]([Cl:18])=[CH:13][N:12]=2)[CH2:7][CH2:6]1)=[O:4].